Predict which catalyst facilitates the given reaction. From a dataset of Catalyst prediction with 721,799 reactions and 888 catalyst types from USPTO. (1) Reactant: [Cl:1][C:2]1[CH:3]=[C:4]([CH:24]([CH:30]2[CH2:34][CH2:33][CH2:32][CH2:31]2)[C:25]([O:27]CC)=[O:26])[CH:5]=[C:6]([C:14]2[CH:19]=[CH:18][C:17]([C:20]([F:23])([F:22])[F:21])=[CH:16][CH:15]=2)[C:7]=1[O:8][CH2:9][C:10]([F:13])([F:12])[F:11].O.[OH-].[Li+]. Product: [Cl:1][C:2]1[CH:3]=[C:4]([CH:24]([CH:30]2[CH2:31][CH2:32][CH2:33][CH2:34]2)[C:25]([OH:27])=[O:26])[CH:5]=[C:6]([C:14]2[CH:15]=[CH:16][C:17]([C:20]([F:21])([F:22])[F:23])=[CH:18][CH:19]=2)[C:7]=1[O:8][CH2:9][C:10]([F:12])([F:13])[F:11]. The catalyst class is: 200. (2) Product: [C:21]([O:20][C:18]([NH:17][C@@H:10]([CH2:11][C:12]1[S:13][CH:14]=[CH:15][N:16]=1)[C:9]([OH:25])=[O:8])=[O:19])([CH3:24])([CH3:22])[CH3:23]. Reactant: C([O:8][C:9](=[O:25])[C@@H:10]([NH:17][C:18]([O:20][C:21]([CH3:24])([CH3:23])[CH3:22])=[O:19])[CH2:11][C:12]1[S:13][CH:14]=[CH:15][N:16]=1)C1C=CC=CC=1.O1CCCC1.[OH-].[Li+].C(O)(=O)CC(CC(O)=O)(C(O)=O)O. The catalyst class is: 6. (3) Reactant: [NH2:1][C:2]1[CH:7]=[CH:6][C:5]([OH:8])=[CH:4][CH:3]=1.[CH3:9][S:10](Cl)(=[O:12])=[O:11]. Product: [OH:8][C:5]1[CH:6]=[CH:7][C:2]([NH:1][S:10]([CH3:9])(=[O:12])=[O:11])=[CH:3][CH:4]=1. The catalyst class is: 5. (4) Reactant: FC(F)(F)C1N=CNC=1.IC1C(C(OC)=O)=NC(C)=CC=1.COC1C2C(=C3C(=CC=2)C(OC)=CC=N3)N=CC=1.C(=O)([O-])[O-].[Cs+].[Cs+].[CH3:46][C:47]1[N:52]=[C:51]([C:53]([O:55]C)=[O:54])[C:50]([N:57]2[CH:61]=[C:60]([C:62]([F:65])([F:64])[F:63])[N:59]=[CH:58]2)=[CH:49][CH:48]=1. Product: [CH3:46][C:47]1[N:52]=[C:51]([C:53]([OH:55])=[O:54])[C:50]([N:57]2[CH:61]=[C:60]([C:62]([F:64])([F:63])[F:65])[N:59]=[CH:58]2)=[CH:49][CH:48]=1. The catalyst class is: 37. (5) Reactant: [NH:1]1[CH2:6][CH:5]=[C:4]([C:7]2[CH:8]=[C:9]3[C:14](=[CH:15][CH:16]=2)[N:13]=[CH:12][CH:11]=[C:10]3[NH:17][C:18]([NH:20][C:21]2[CH:26]=[CH:25][CH:24]=[C:23]([C:27]([F:30])([F:29])[F:28])[N:22]=2)=[O:19])[CH2:3][CH2:2]1.[CH2:31]=O.[BH4-].[Na+].Cl. Product: [CH3:31][N:1]1[CH2:2][CH:3]=[C:4]([C:7]2[CH:8]=[C:9]3[C:14](=[CH:15][CH:16]=2)[N:13]=[CH:12][CH:11]=[C:10]3[NH:17][C:18]([NH:20][C:21]2[CH:26]=[CH:25][CH:24]=[C:23]([C:27]([F:29])([F:30])[F:28])[N:22]=2)=[O:19])[CH2:5][CH2:6]1. The catalyst class is: 72. (6) Reactant: [NH2:1][C:2]1[N:10]=[C:9]([F:11])[CH:8]=[CH:7][C:3]=1[C:4]([OH:6])=O.[CH3:12][O:13][C:14]1[CH:19]=[CH:18][C:17]([O:20][C:21]2[CH:22]=[C:23]([CH:26]=[CH:27][CH:28]=2)[CH2:24][NH2:25])=[CH:16][CH:15]=1.CN([P+](ON1N=NC2C=CC=CC1=2)(N(C)C)N(C)C)C.F[P-](F)(F)(F)(F)F.C(=O)(O)[O-].[Na+]. Product: [CH3:12][O:13][C:14]1[CH:15]=[CH:16][C:17]([O:20][C:21]2[CH:22]=[C:23]([CH2:24][NH:25][C:4](=[O:6])[C:3]3[CH:7]=[CH:8][C:9]([F:11])=[N:10][C:2]=3[NH2:1])[CH:26]=[CH:27][CH:28]=2)=[CH:18][CH:19]=1. The catalyst class is: 338.